Dataset: Peptide-MHC class II binding affinity with 134,281 pairs from IEDB. Task: Regression. Given a peptide amino acid sequence and an MHC pseudo amino acid sequence, predict their binding affinity value. This is MHC class II binding data. (1) The peptide sequence is DGTYDITKLGAKPDG. The MHC is HLA-DQA10101-DQB10501 with pseudo-sequence HLA-DQA10101-DQB10501. The binding affinity (normalized) is 0.0242. (2) The peptide sequence is GKKEEKKEEKKESGD. The MHC is DRB1_0701 with pseudo-sequence DRB1_0701. The binding affinity (normalized) is 0.